Task: Predict the reactants needed to synthesize the given product.. Dataset: Full USPTO retrosynthesis dataset with 1.9M reactions from patents (1976-2016) (1) Given the product [I:12][C:9]1[CH:10]=[CH:11][C:6]2[O:5][CH2:1][CH2:2][C:3]3[N:13]([N:14]=[C:15]([C:16]([O:18][CH2:19][CH3:20])=[O:17])[CH:4]=3)[C:7]=2[CH:8]=1, predict the reactants needed to synthesize it. The reactants are: [CH2:1]([O:5][C:6]1[CH:11]=[CH:10][C:9]([I:12])=[CH:8][C:7]=1[NH:13][N:14]=[C:15](Cl)[C:16]([O:18][CH2:19][CH3:20])=[O:17])[CH2:2][C:3]#[CH:4].C(N(CC)CC)C.O.C(OCC)(=O)C. (2) Given the product [Cl:1][C:2]1[C:3]([N:10]2[CH2:15][CH2:14][CH:13]([C:16]3[CH:23]=[CH:22][CH:21]=[CH:20][C:17]=3[C:18]#[N:19])[CH2:12][CH2:11]2)=[CH:4][N:5]=[N:6][C:7]=1[NH:8][NH:9][C:28](=[O:29])[CH2:27][CH:24]1[CH2:26][CH2:25]1, predict the reactants needed to synthesize it. The reactants are: [Cl:1][C:2]1[C:3]([N:10]2[CH2:15][CH2:14][CH:13]([C:16]3[CH:23]=[CH:22][CH:21]=[CH:20][C:17]=3[C:18]#[N:19])[CH2:12][CH2:11]2)=[CH:4][N:5]=[N:6][C:7]=1[NH:8][NH2:9].[CH:24]1([CH2:27][C:28](Cl)=[O:29])[CH2:26][CH2:25]1. (3) Given the product [N:36]1[CH:37]=[CH:38][CH:39]=[CH:40][C:35]=1[C:32]1[CH:31]=[C:30]([CH:26]2[CH2:27][CH2:28][CH2:29][N:25]2[C:16](=[NH:15])[NH2:17])[O:34][N:33]=1, predict the reactants needed to synthesize it. The reactants are: C(O)(C(F)(F)F)=O.C(OC([NH:15][C:16]([N:25]1[CH2:29][CH2:28][CH2:27][CH:26]1[C:30]1[O:34][N:33]=[C:32]([C:35]2[CH:40]=[CH:39][CH:38]=[CH:37][N:36]=2)[CH:31]=1)=[N:17]C(OC(C)(C)C)=O)=O)(C)(C)C. (4) Given the product [F:14][C:11]1[CH:10]=[C:9]([C@@H:15]2[CH2:24][CH2:23][CH2:22][C@H:21]3[N:16]2[C:17](=[O:25])[CH:18]([I:34])[CH2:19][CH2:20]3)[CH:8]=[C:7]([F:6])[C:12]=1[F:13], predict the reactants needed to synthesize it. The reactants are: I[Si](C)(C)C.[F:6][C:7]1[CH:8]=[C:9]([C@@H:15]2[CH2:24][CH2:23][CH2:22][C@H:21]3[N:16]2[C:17](=[O:25])[CH2:18][CH2:19][CH2:20]3)[CH:10]=[C:11]([F:14])[C:12]=1[F:13].CN(C)CCN(C)C.[I:34]I.S([O-])([O-])(=O)=S.[Na+].[Na+].